Dataset: Full USPTO retrosynthesis dataset with 1.9M reactions from patents (1976-2016). Task: Predict the reactants needed to synthesize the given product. (1) Given the product [Cl:1][C:2]1[N:7]=[C:6]([NH:8][C:9](=[O:11])[CH3:10])[CH:5]=[C:4]([NH:26][CH:23]2[CH2:24][CH2:25][N:20]([CH2:19][C:18]3[CH:27]=[CH:28][C:29]([O:30][CH3:31])=[C:16]([O:15][CH2:13][CH3:14])[CH:17]=3)[CH2:21][CH2:22]2)[N:3]=1, predict the reactants needed to synthesize it. The reactants are: [Cl:1][C:2]1[N:7]=[C:6]([NH:8][C:9](=[O:11])[CH3:10])[CH:5]=[C:4](Cl)[N:3]=1.[CH2:13]([O:15][C:16]1[CH:17]=[C:18]([CH:27]=[CH:28][C:29]=1[O:30][CH3:31])[CH2:19][N:20]1[CH2:25][CH2:24][CH:23]([NH2:26])[CH2:22][CH2:21]1)[CH3:14]. (2) Given the product [Cl:3][C:4]1[C:12]2[N:11]([CH2:13][CH2:14][OH:16])[C:10]3[CH2:19][CH2:20][N:21]([C:24]([O:26][C:27]([CH3:29])([CH3:28])[CH3:30])=[O:25])[CH2:22][CH2:23][C:9]=3[C:8]=2[CH:7]=[CH:6][C:5]=1[Cl:32], predict the reactants needed to synthesize it. The reactants are: [H-].[Na+].[Cl:3][C:4]1[C:12]2[N:11]([CH2:13][C:14]([O:16]CC)=O)[C:10]3[CH2:19][CH2:20][N:21]([C:24]([O:26][C:27]([CH3:30])([CH3:29])[CH3:28])=[O:25])[CH2:22][CH2:23][C:9]=3[C:8]=2[CH:7]=[C:6](Cl)[CH:5]=1.[Cl:32]C1C2NC3CCN(C(OC(C)(C)C)=O)CCC=3C=2C=C(Cl)C=1.BrCC(OCC)=O. (3) Given the product [Cl:25][C:21]1[CH:20]=[C:19]([CH:24]=[CH:23][N:22]=1)[C:18]([NH:17][C:15]1[CH:14]=[CH:13][C:12]([CH3:27])=[C:11]([C:8]2[CH:7]=[CH:6][C:5]([C:3]([OH:4])=[O:2])=[CH:10][CH:9]=2)[CH:16]=1)=[O:26], predict the reactants needed to synthesize it. The reactants are: C[O:2][C:3]([C:5]1[CH:10]=[CH:9][C:8]([C:11]2[CH:16]=[C:15]([NH:17][C:18](=[O:26])[C:19]3[CH:24]=[CH:23][N:22]=[C:21]([Cl:25])[CH:20]=3)[CH:14]=[CH:13][C:12]=2[CH3:27])=[CH:7][CH:6]=1)=[O:4].[Cl:25][C:21]1[CH:20]=[C:19]([CH:24]=[CH:23][N:22]=1)[C:18]([NH:17][C:15]1[CH:14]=[CH:13][C:12]([CH3:27])=[C:11]([C:8]2[CH:9]=[CH:10][C:5]([C:3]([OH:2])=[O:4])=[CH:6][CH:7]=2)[CH:16]=1)=[O:26].O.[OH-].[Li+].C1COCC1.Cl. (4) The reactants are: [OH:1][C:2]1[CH:3]=[N:4][CH:5]=[CH:6][CH:7]=1.C(=O)([O-])[O-].[K+].[K+].CN(C)C=O.F[C:20]1[CH:21]=[C:22]([O:30][C:31]2[CH:36]=[CH:35][CH:34]=[CH:33][C:32]=2[O:37][CH3:38])[C:23]([N+:27]([O-:29])=[O:28])=[C:24]([CH:26]=1)[NH2:25]. Given the product [CH3:38][O:37][C:32]1[CH:33]=[CH:34][CH:35]=[CH:36][C:31]=1[O:30][C:22]1[C:23]([N+:27]([O-:29])=[O:28])=[C:24]([CH:26]=[C:20]([O:1][C:2]2[CH:3]=[N:4][CH:5]=[CH:6][CH:7]=2)[CH:21]=1)[NH2:25], predict the reactants needed to synthesize it.